Dataset: Forward reaction prediction with 1.9M reactions from USPTO patents (1976-2016). Task: Predict the product of the given reaction. (1) The product is: [O:12]=[C:11]1[CH2:10][CH2:9][CH2:8][O:7][C:6]2[CH:13]=[C:2]([NH:15][C:14](=[O:21])[O:16][C:17]([CH3:20])([CH3:19])[CH3:18])[CH:3]=[CH:4][C:5]1=2. Given the reactants Br[C:2]1[CH:3]=[CH:4][C:5]2[C:11](=[O:12])[CH2:10][CH2:9][CH2:8][O:7][C:6]=2[CH:13]=1.[C:14](=[O:21])([O:16][C:17]([CH3:20])([CH3:19])[CH3:18])[NH2:15].C([O-])([O-])=O.[Cs+].[Cs+], predict the reaction product. (2) Given the reactants [NH2:1][C:2]1[CH:3]=[CH:4][C:5]([N:8]2[C:16](=[O:17])[C:15]3[C:10](=[CH:11][CH:12]=[CH:13][CH:14]=3)[C:9]2=[O:18])=[N:6][CH:7]=1.CC([O-])=O.[K+].[Br:24]Br, predict the reaction product. The product is: [NH2:1][C:2]1[CH:3]=[CH:4][C:5]([N:8]2[C:16](=[O:17])[C:15]3[C:10](=[CH:11][CH:12]=[CH:13][CH:14]=3)[C:9]2=[O:18])=[N:6][C:7]=1[Br:24]. (3) Given the reactants [CH3:1][S:2]([C:5]1[C:13]2[N:12]([C@@H:14]([CH:21]3[CH2:26][CH2:25][O:24][CH2:23][CH2:22]3)[C:15]3[CH:20]=[CH:19][CH:18]=[CH:17][CH:16]=3)[C:11]3[CH:27]=[C:28]([C:31]4N(C)N=[N:33][C:32]=4[CH3:37])[CH:29]=[N:30][C:10]=3[C:9]=2[C:8]([O:38][CH3:39])=[CH:7][CH:6]=1)(=[O:4])=[O:3].FC1C2C3N=CC(C4C(C)=NOC=4C)=CC=3N([C@@H](C3CC[O:64][CH2:63][CH2:62]3)C3C=CC=CC=3)C=2C(S(C)(=O)=O)=CC=1, predict the reaction product. The product is: [CH3:1][S:2]([C:5]1[C:13]2[N:12]([C@@H:14]([CH:21]3[CH2:26][CH2:25][O:24][CH2:23][CH2:22]3)[C:15]3[CH:16]=[CH:17][CH:18]=[CH:19][CH:20]=3)[C:11]3[CH:27]=[C:28]([C:31]4[C:32]([CH3:37])=[N:33][O:64][C:63]=4[CH3:62])[CH:29]=[N:30][C:10]=3[C:9]=2[C:8]([O:38][CH3:39])=[CH:7][CH:6]=1)(=[O:4])=[O:3].